From a dataset of NCI-60 drug combinations with 297,098 pairs across 59 cell lines. Regression. Given two drug SMILES strings and cell line genomic features, predict the synergy score measuring deviation from expected non-interaction effect. (1) Drug 1: CC1=C(C(CCC1)(C)C)C=CC(=CC=CC(=CC(=O)O)C)C. Drug 2: CNC(=O)C1=NC=CC(=C1)OC2=CC=C(C=C2)NC(=O)NC3=CC(=C(C=C3)Cl)C(F)(F)F. Cell line: OVCAR3. Synergy scores: CSS=1.28, Synergy_ZIP=12.9, Synergy_Bliss=9.92, Synergy_Loewe=4.90, Synergy_HSA=2.86. (2) Drug 1: C1=NNC2=C1C(=O)NC=N2. Drug 2: COC1=C2C(=CC3=C1OC=C3)C=CC(=O)O2. Cell line: UACC-257. Synergy scores: CSS=0.339, Synergy_ZIP=5.50, Synergy_Bliss=0.110, Synergy_Loewe=-2.51, Synergy_HSA=-1.11. (3) Drug 1: CS(=O)(=O)C1=CC(=C(C=C1)C(=O)NC2=CC(=C(C=C2)Cl)C3=CC=CC=N3)Cl. Drug 2: CC(C1=C(C=CC(=C1Cl)F)Cl)OC2=C(N=CC(=C2)C3=CN(N=C3)C4CCNCC4)N. Cell line: SNB-19. Synergy scores: CSS=5.47, Synergy_ZIP=-1.08, Synergy_Bliss=0.364, Synergy_Loewe=-2.38, Synergy_HSA=-0.237. (4) Drug 1: CN1C(=O)N2C=NC(=C2N=N1)C(=O)N. Drug 2: CC1=C(C=C(C=C1)C(=O)NC2=CC(=CC(=C2)C(F)(F)F)N3C=C(N=C3)C)NC4=NC=CC(=N4)C5=CN=CC=C5. Cell line: HCT-15. Synergy scores: CSS=-3.42, Synergy_ZIP=2.39, Synergy_Bliss=-0.909, Synergy_Loewe=-3.68, Synergy_HSA=-3.87. (5) Drug 1: CC1=CC=C(C=C1)C2=CC(=NN2C3=CC=C(C=C3)S(=O)(=O)N)C(F)(F)F. Drug 2: CC1C(C(CC(O1)OC2CC(CC3=C2C(=C4C(=C3O)C(=O)C5=C(C4=O)C(=CC=C5)OC)O)(C(=O)CO)O)N)O.Cl. Cell line: KM12. Synergy scores: CSS=30.8, Synergy_ZIP=0.381, Synergy_Bliss=1.55, Synergy_Loewe=-10.0, Synergy_HSA=3.02.